This data is from Forward reaction prediction with 1.9M reactions from USPTO patents (1976-2016). The task is: Predict the product of the given reaction. (1) Given the reactants [F:1][C:2]([F:21])([F:20])[C:3]1[CH:4]=[C:5]([N:9]=[C:10]2[C:14]3[CH:15]=[CH:16][CH:17]=[CH:18][C:13]=3[NH:12][C:11]2=[O:19])[CH:6]=[CH:7][CH:8]=1.[OH:22][CH2:23][CH2:24][CH2:25][C:26]1[CH:27]=[C:28](B(O)O)[CH:29]=[CH:30][CH:31]=1, predict the reaction product. The product is: [OH:22][CH2:23][CH2:24][CH2:25][C:26]1[CH:31]=[C:30]([N:12]2[C:13]3[CH:18]=[CH:17][CH:16]=[CH:15][C:14]=3[C:10](=[N:9][C:5]3[CH:6]=[CH:7][CH:8]=[C:3]([C:2]([F:1])([F:20])[F:21])[CH:4]=3)[C:11]2=[O:19])[CH:29]=[CH:28][CH:27]=1. (2) Given the reactants [Cl:1][C:2]1[CH:3]=[CH:4][C:5]([C:25]#[N:26])=[C:6]([C:8]2[C:13]([O:14][CH3:15])=[CH:12][N:11]([CH2:16][C:17]([O:19][C:20]([CH3:23])([CH3:22])[CH3:21])=[O:18])[C:10](=[O:24])[CH:9]=2)[CH:7]=1.FC(F)(F)S(O[CH2:33][C:34]1([CH3:40])[CH2:39][CH2:38][O:37][CH2:36][CH2:35]1)(=O)=O, predict the reaction product. The product is: [Cl:1][C:2]1[CH:3]=[CH:4][C:5]([C:25]#[N:26])=[C:6]([C:8]2[C:13]([O:14][CH3:15])=[CH:12][N:11]([CH:16]([CH2:33][C:34]3([CH3:40])[CH2:39][CH2:38][O:37][CH2:36][CH2:35]3)[C:17]([O:19][C:20]([CH3:21])([CH3:22])[CH3:23])=[O:18])[C:10](=[O:24])[CH:9]=2)[CH:7]=1. (3) Given the reactants [F:1][C:2]1[CH:9]=[CH:8][C:5]([CH:6]=O)=[CH:4][C:3]=1[C:10]1[O:11][CH:12]=[CH:13][CH:14]=1.[CH2:15]1[C:20](=O)[CH2:19][C:17](=[O:18])[CH2:16]1.[NH2:22][C:23]1[N:27]([CH3:28])[NH:26][C:25](=[O:29])[CH:24]=1, predict the reaction product. The product is: [F:1][C:2]1[CH:9]=[CH:8][C:5]([CH:6]2[C:24]3[C:25](=[O:29])[NH:26][N:27]([CH3:28])[C:23]=3[NH:22][C:20]3[CH2:15][CH2:16][C:17](=[O:18])[C:19]2=3)=[CH:4][C:3]=1[C:10]1[O:11][CH:12]=[CH:13][CH:14]=1. (4) The product is: [CH2:17]([O:1][C:2]1[C:9]([CH3:10])=[CH:8][CH:7]=[CH:6][C:3]=1[CH:4]=[O:5])[C:18]1[CH:23]=[CH:22][CH:21]=[CH:20][CH:19]=1. Given the reactants [OH:1][C:2]1[C:9]([CH3:10])=[CH:8][CH:7]=[CH:6][C:3]=1[CH:4]=[O:5].C(=O)([O-])[O-].[K+].[K+].[CH2:17](Br)[C:18]1[CH:23]=[CH:22][CH:21]=[CH:20][CH:19]=1.O, predict the reaction product. (5) Given the reactants [N:1]1([C:7]2[CH:12]=[CH:11][C:10]([NH:13][C:14]([C:16]3[CH:17]=[C:18]([CH:31]=[CH:32][CH:33]=3)[CH2:19][S:20][C:21]3[CH:22]=[C:23]([CH2:27][C:28]([OH:30])=O)[CH:24]=[CH:25][CH:26]=3)=[O:15])=[C:9]([C:34](=[O:51])[NH:35][C:36]3[CH:40]=[CH:39][N:38]([C:41]4[CH:46]=[CH:45][CH:44]=[C:43]([C:47]([F:50])([F:49])[F:48])[CH:42]=4)[N:37]=3)[CH:8]=2)[CH2:6][CH2:5][CH2:4][CH2:3][CH2:2]1.CCN(C(C)C)C(C)C.C[NH:62][CH2:63][CH2:64][O:65][CH2:66][CH2:67][O:68][CH2:69][CH2:70][O:71][CH2:72][CH2:73][C:74]([O:76]C(C)(C)C)=[O:75].CN(C(ON1N=NC2C=CC=NC1=2)=[N+](C)C)C.F[P-](F)(F)(F)(F)F, predict the reaction product. The product is: [O:30]=[C:28]([NH:62][CH2:63][CH2:64][O:65][CH2:66][CH2:67][O:68][CH2:69][CH2:70][O:71][CH2:72][CH2:73][C:74]([OH:76])=[O:75])[CH2:27][C:23]1[CH:24]=[CH:25][CH:26]=[C:21]([S:20][CH2:19][C:18]2[CH:31]=[CH:32][CH:33]=[C:16]([C:14](=[O:15])[NH:13][C:10]3[CH:11]=[CH:12][C:7]([N:1]4[CH2:6][CH2:5][CH2:4][CH2:3][CH2:2]4)=[CH:8][C:9]=3[C:34](=[O:51])[NH:35][C:36]3[CH:40]=[CH:39][N:38]([C:41]4[CH:46]=[CH:45][CH:44]=[C:43]([C:47]([F:48])([F:49])[F:50])[CH:42]=4)[N:37]=3)[CH:17]=2)[CH:22]=1. (6) Given the reactants [Cl:1][C:2]1[CH:3]=[CH:4][C:5]([OH:11])=[C:6]([CH:10]=1)[C:7]([OH:9])=O.[CH3:12][C@H:13]([NH2:20])[C:14]1[CH:19]=[CH:18][CH:17]=[CH:16][CH:15]=1.CCN(C(C)C)C(C)C.CN(C(ON1N=NC2C=CC=CC1=2)=[N+](C)C)C.F[P-](F)(F)(F)(F)F, predict the reaction product. The product is: [Cl:1][C:2]1[CH:3]=[CH:4][C:5]([OH:11])=[C:6]([CH:10]=1)[C:7]([NH:20][CH:13]([C:14]1[CH:19]=[CH:18][CH:17]=[CH:16][CH:15]=1)[CH3:12])=[O:9]. (7) Given the reactants [CH3:1][N:2](C)[C:3]1[CH:8]=[CH:7][C:6]([N+:9]([O-])=O)=[C:5]([N:12]2[CH2:17][CH2:16][CH2:15][CH2:14][CH2:13]2)[CH:4]=1.[CH3:19]O, predict the reaction product. The product is: [CH3:1][NH:2][C:3]1[CH:8]=[CH:7][C:6]([NH:9][CH3:19])=[C:5]([N:12]2[CH2:17][CH2:16][CH2:15][CH2:14][CH2:13]2)[CH:4]=1.